Dataset: Reaction yield outcomes from USPTO patents with 853,638 reactions. Task: Predict the reaction yield, written as a fraction of the theoretical maximum amount of product (1.0 means a 100% yield; for example, 0.34 means a 34% yield). (1) The reactants are C([N:8]1[CH2:13][CH2:12][C:11](=[CH:14][C:15]([O:17][CH2:18][CH3:19])=[O:16])[CH2:10][CH2:9]1)C1C=CC=CC=1. The catalyst is C(OCC)(=O)C.[Pd]. The product is [NH:8]1[CH2:13][CH2:12][CH:11]([CH2:14][C:15]([O:17][CH2:18][CH3:19])=[O:16])[CH2:10][CH2:9]1. The yield is 0.900. (2) The reactants are [Cl:1][C:2]1[N:7]2[N:8]=[C:9]([CH2:11][CH2:12][CH3:13])[CH:10]=[C:6]2[N:5]=[C:4]([CH3:14])[C:3]=1[CH2:15][C:16]([O:18][CH3:19])=[O:17].[Li+].C[Si]([N-][Si](C)(C)C)(C)C.I[CH2:31][CH2:32][CH3:33]. The catalyst is CN(C=O)C. The product is [Cl:1][C:2]1[N:7]2[N:8]=[C:9]([CH2:11][CH2:12][CH3:13])[CH:10]=[C:6]2[N:5]=[C:4]([CH3:14])[C:3]=1[CH:15]([CH2:31][CH2:32][CH3:33])[C:16]([O:18][CH3:19])=[O:17]. The yield is 0.700. (3) The reactants are [NH2:1][C:2]([NH2:4])=[O:3].[CH:5](=O)[CH2:6][CH2:7]CC.[C:11]([NH2:17])(=O)[CH2:12][C:13]([CH3:15])=O.[OH-].[Na+].[CH2:20]1[CH2:24]O[CH2:22][CH2:21]1. No catalyst specified. The product is [CH2:20]([CH:24]1[C:12]([C:11]#[N:17])=[C:13]([CH3:15])[NH:4][C:2](=[O:3])[NH:1]1)[CH2:21][CH2:22][CH2:5][CH2:6][CH3:7]. The yield is 0.970. (4) The reactants are [H-].[Na+].[OH:3][C:4]1[CH:5]=[N:6][CH:7]=[CH:8][CH:9]=1.Br[CH:11]([CH3:19])[C:12]([O:14][C:15]([CH3:18])([CH3:17])[CH3:16])=[O:13].C(=O)(O)[O-].[Na+]. The catalyst is CN(C=O)C. The product is [N:6]1[CH:7]=[CH:8][CH:9]=[C:4]([O:3][CH:11]([CH3:19])[C:12]([O:14][C:15]([CH3:18])([CH3:17])[CH3:16])=[O:13])[CH:5]=1. The yield is 0.620. (5) The reactants are [CH3:1][O:2][CH2:3][C:4]1([CH2:17][OH:18])[C:16]2[CH:15]=[CH:14][CH:13]=[CH:12][C:11]=2[C:10]2[C:5]1=[CH:6][CH:7]=[CH:8][CH:9]=2.C(N(CC)CC)C.[CH3:26][Si:27](Cl)([CH3:29])[CH3:28]. The catalyst is ClCCl. The product is [CH3:1][O:2][CH2:3][C:4]1([CH2:17][O:18][Si:27]([CH3:29])([CH3:28])[CH3:26])[C:16]2[CH:15]=[CH:14][CH:13]=[CH:12][C:11]=2[C:10]2[C:5]1=[CH:6][CH:7]=[CH:8][CH:9]=2. The yield is 0.860.